From a dataset of Full USPTO retrosynthesis dataset with 1.9M reactions from patents (1976-2016). Predict the reactants needed to synthesize the given product. (1) The reactants are: [NH:1]1[CH2:10][CH2:9][CH2:8][CH2:7][CH:2]1[C:3]([O:5][CH3:6])=[O:4].Cl[CH2:12][CH2:13][C:14]([C:16]1[CH:21]=[CH:20][C:19]([F:22])=[CH:18][CH:17]=1)=[O:15]. Given the product [CH3:6][O:5][C:3](=[O:4])[CH:2]1[CH2:7][CH2:8][CH2:9][CH2:10][N:1]1[CH2:12][CH2:13][C:14]([C:16]1[CH:17]=[CH:18][C:19]([F:22])=[CH:20][CH:21]=1)=[O:15], predict the reactants needed to synthesize it. (2) Given the product [CH2:1]([O:3][C:4](=[O:13])[C:5]1[CH:6]=[C:7]([N:8]([CH2:9][CH3:10])[CH2:7][CH3:6])[N:8]=[C:9]([Cl:11])[CH:10]=1)[CH3:2], predict the reactants needed to synthesize it. The reactants are: [CH2:1]([O:3][C:4](=[O:13])[C:5]1[CH:10]=[C:9]([Cl:11])[N:8]=[C:7](Cl)[CH:6]=1)[CH3:2]. (3) Given the product [Cl:21][C:16]1[CH:17]=[CH:18][CH:19]=[CH:20][C:15]=1/[CH:14]=[CH:13]/[S:10]([NH2:9])(=[O:11])=[O:12], predict the reactants needed to synthesize it. The reactants are: CC([NH:9][S:10](/[CH:13]=[CH:14]/[C:15]1[CH:20]=[CH:19][CH:18]=[CH:17][C:16]=1[Cl:21])(=[O:12])=[O:11])(C)CC(C)(C)C.FC(F)(F)C(O)=O. (4) Given the product [F:1][C:2]1[CH:3]=[C:4]([C:21]([O:23][CH3:24])=[O:22])[C:5]2[O:9][C:8]([C:10]3[CH:15]=[CH:14][C:13]([CH2:16][N:17]4[CH2:19][CH2:36][S:35][CH2:34][CH2:18]4)=[CH:12][CH:11]=3)=[CH:7][C:6]=2[CH:20]=1, predict the reactants needed to synthesize it. The reactants are: [F:1][C:2]1[CH:3]=[C:4]([C:21]([O:23][CH3:24])=[O:22])[C:5]2[O:9][C:8]([C:10]3[CH:15]=[CH:14][C:13]([CH2:16][N:17]([CH3:19])[CH3:18])=[CH:12][CH:11]=3)=[CH:7][C:6]=2[CH:20]=1.C(C1C=CC(CN2C[CH2:36][S:35][CH2:34]C2)=CC=1)#C.FC1C=C(C(OC)=O)C(O)=C(I)C=1. (5) Given the product [F:17][C:16]([F:19])([F:18])[C:13]1[CH:14]=[CH:15][C:10]([O:8][C:4]2[CH:3]=[C:2]([CH:7]=[CH:6][CH:5]=2)[NH2:1])=[CH:11][CH:12]=1, predict the reactants needed to synthesize it. The reactants are: [NH2:1][C:2]1[CH:3]=[C:4]([OH:8])[CH:5]=[CH:6][CH:7]=1.Br[C:10]1[CH:15]=[CH:14][C:13]([C:16]([F:19])([F:18])[F:17])=[CH:12][CH:11]=1.C(=O)([O-])[O-].[Cs+].[Cs+].